From a dataset of Reaction yield outcomes from USPTO patents with 853,638 reactions. Predict the reaction yield, written as a fraction of the theoretical maximum amount of product (1.0 means a 100% yield; for example, 0.34 means a 34% yield). (1) The reactants are C(O)(C(F)(F)F)=O.[CH3:8][CH:9]([N:12]([S:20]([C:23]1[CH:28]=[CH:27][C:26]([C:29]2[CH:34]=[CH:33][C:32]([O:35][CH3:36])=[CH:31][CH:30]=2)=[CH:25][CH:24]=1)(=[O:22])=[O:21])C(=O)OC(C)(C)C)[C:10]#[CH:11]. The catalyst is C(Cl)Cl.C1(C)C=CC=CC=1. The product is [CH3:8][CH:9]([NH:12][S:20]([C:23]1[CH:28]=[CH:27][C:26]([C:29]2[CH:30]=[CH:31][C:32]([O:35][CH3:36])=[CH:33][CH:34]=2)=[CH:25][CH:24]=1)(=[O:22])=[O:21])[C:10]#[CH:11]. The yield is 0.970. (2) The reactants are [CH3:1][C:2]([O:37]C(=O)C)([CH3:36])[C:3]([N:5]1[CH2:8][CH:7]([CH2:9][C:10]2[N:11]([CH3:35])[C:12]3[C:17]([N:18]=2)=[C:16]([N:19]2[CH2:24][CH2:23][O:22][CH2:21][CH2:20]2)[N:15]=[C:14]([N:25]2[C:29]4[CH:30]=[CH:31][CH:32]=[CH:33][C:28]=4[N:27]=[C:26]2[CH3:34])[N:13]=3)[CH2:6]1)=[O:4].[Li+].[OH-]. The catalyst is C1COCC1.CO. The product is [OH:37][C:2]([CH3:36])([CH3:1])[C:3]([N:5]1[CH2:8][CH:7]([CH2:9][C:10]2[N:11]([CH3:35])[C:12]3[C:17]([N:18]=2)=[C:16]([N:19]2[CH2:24][CH2:23][O:22][CH2:21][CH2:20]2)[N:15]=[C:14]([N:25]2[C:29]4[CH:30]=[CH:31][CH:32]=[CH:33][C:28]=4[N:27]=[C:26]2[CH3:34])[N:13]=3)[CH2:6]1)=[O:4]. The yield is 0.770. (3) The reactants are [Li]N1C(C)(C)CCCC1(C)C.CC1CCCN(C)C1(C)C.CN(CCN(C)C)C.[Li]CCCC.[NH:35]([C:42]1[N:43]([C:55]2[CH:60]=[CH:59][CH:58]=[CH:57][CH:56]=2)[C:44]2[C:49]([C:50](=[O:52])[CH:51]=1)=[CH:48][C:47]([F:53])=[C:46]([Cl:54])[N:45]=2)[C:36]1[CH:41]=[CH:40][CH:39]=[CH:38][CH:37]=1.[F:61][C:62]([F:68])([F:67])[C:63](OC)=[O:64]. The catalyst is C1COCC1. The product is [NH:35]([C:42]1[N:43]([C:55]2[CH:60]=[CH:59][CH:58]=[CH:57][CH:56]=2)[C:44]2[C:49]([C:50](=[O:52])[CH:51]=1)=[C:48]([C:63](=[O:64])[C:62]([F:68])([F:67])[F:61])[C:47]([F:53])=[C:46]([Cl:54])[N:45]=2)[C:36]1[CH:41]=[CH:40][CH:39]=[CH:38][CH:37]=1. The yield is 0.560. (4) The catalyst is C(#N)C. The product is [CH3:30][O:29][C:27](=[O:28])[C:26]1[CH:31]=[CH:32][C:23]([CH2:22][N:11]([C@@H:12]2[CH2:17][CH2:16][CH2:15][CH2:14][C@@H:13]2[C:18](=[O:19])[NH2:20])[S:8]([C:5]2[CH:6]=[CH:7][C:2]([Cl:1])=[CH:3][CH:4]=2)(=[O:9])=[O:10])=[CH:24][CH:25]=1. The reactants are [Cl:1][C:2]1[CH:7]=[CH:6][C:5]([S:8]([NH:11][C@@H:12]2[CH2:17][CH2:16][CH2:15][CH2:14][C@@H:13]2[C:18]([NH2:20])=[O:19])(=[O:10])=[O:9])=[CH:4][CH:3]=1.Br[CH2:22][C:23]1[CH:32]=[CH:31][C:26]([C:27]([O:29][CH3:30])=[O:28])=[CH:25][CH:24]=1.C(=O)([O-])[O-].[Cs+].[Cs+]. The yield is 0.220. (5) The reactants are Br[C:2]1[CH:27]=[CH:26][C:5]2[N:6]([CH2:9][CH:10]3[CH2:15][CH2:14][N:13]([C:16]([O:18][CH2:19][C:20]4[CH:25]=[CH:24][CH:23]=[CH:22][CH:21]=4)=[O:17])[CH2:12][CH2:11]3)[CH:7]=[N:8][C:4]=2[CH:3]=1.[O:28]1[CH2:33][CH2:32][CH2:31][CH2:30][CH:29]1[N:34]1[CH:38]=[C:37](B2OC(C)(C)C(C)(C)O2)[CH:36]=[N:35]1.C(=O)([O-])[O-].[K+].[K+].ClCCl. The catalyst is CN(C=O)C.O. The product is [O:28]1[CH2:33][CH2:32][CH2:31][CH2:30][CH:29]1[N:34]1[CH:38]=[C:37]([C:2]2[CH:27]=[CH:26][C:5]3[N:6]([CH2:9][CH:10]4[CH2:15][CH2:14][N:13]([C:16]([O:18][CH2:19][C:20]5[CH:25]=[CH:24][CH:23]=[CH:22][CH:21]=5)=[O:17])[CH2:12][CH2:11]4)[CH:7]=[N:8][C:4]=3[CH:3]=2)[CH:36]=[N:35]1. The yield is 0.410. (6) The reactants are [CH3:1][C:2]1[CH:3]=[CH:4][C:5]([CH2:8]O)=[N:6][CH:7]=1.S(Cl)([Cl:12])=O. The catalyst is C(Cl)Cl. The product is [Cl:12][CH2:8][C:5]1[CH:4]=[CH:3][C:2]([CH3:1])=[CH:7][N:6]=1. The yield is 0.760.